Dataset: Forward reaction prediction with 1.9M reactions from USPTO patents (1976-2016). Task: Predict the product of the given reaction. (1) Given the reactants C(O[C:6](=[O:18])[NH:7][CH:8]1[CH2:13][CH2:12][N:11]([CH2:14][CH2:15][C:16]#[N:17])[CH2:10][CH2:9]1)(C)(C)C.C(O)(C(F)(F)F)=O.[F:26][C:27]1[CH:43]=[CH:42][CH:41]=[C:40]([F:44])[C:28]=1[C:29]([NH:31][C:32]1[C:33](C(O)=O)=[N:34][NH:35][CH:36]=1)=[O:30].C(Cl)CCl.C1C=CC2N(O)N=NC=2C=1, predict the reaction product. The product is: [C:16]([CH2:15][CH2:14][N:11]1[CH2:10][CH2:9][CH:8]([NH:7][C:6]([C:36]2[C:32]([NH:31][C:29](=[O:30])[C:28]3[C:27]([F:26])=[CH:43][CH:42]=[CH:41][C:40]=3[F:44])=[CH:33][NH:34][N:35]=2)=[O:18])[CH2:13][CH2:12]1)#[N:17]. (2) Given the reactants [O:1]=[S:2]1(=[O:38])[CH2:6][CH2:5][CH2:4][N:3]1[C:7]1[CH:8]=[C:9]([N:30]2[C@H:34]([CH2:35][OH:36])[CH2:33][O:32][C:31]2=[O:37])[CH:10]=[CH:11][C:12]=1[C:13]([N:15]1[CH2:20][CH2:19][N:18]([C:21]2[C:26]([CH3:27])=[CH:25][C:24]([CH2:28][CH3:29])=[CH:23][N:22]=2)[CH2:17][CH2:16]1)=[O:14].[CH3:39]I, predict the reaction product. The product is: [O:38]=[S:2]1(=[O:1])[CH2:6][CH2:5][CH2:4][N:3]1[C:7]1[CH:8]=[C:9]([N:30]2[C@H:34]([CH2:35][O:36][CH3:39])[CH2:33][O:32][C:31]2=[O:37])[CH:10]=[CH:11][C:12]=1[C:13]([N:15]1[CH2:16][CH2:17][N:18]([C:21]2[C:26]([CH3:27])=[CH:25][C:24]([CH2:28][CH3:29])=[CH:23][N:22]=2)[CH2:19][CH2:20]1)=[O:14]. (3) Given the reactants [CH:1]1([C:4]2[CH:5]=[C:6]([CH:18]=[C:19]([CH:21]=[C:22]3[CH2:27][CH2:26][NH:25][CH2:24][CH2:23]3)[CH:20]=2)[O:7][C:8]2[CH:13]=[CH:12][C:11]([C:14]([F:17])([F:16])[F:15])=[CH:10][N:9]=2)[CH2:3][CH2:2]1.[N:28]1[CH:33]=[CH:32][CH:31]=[C:30]([NH:34][C:35](=[O:43])OC2C=CC=CC=2)C=1.C([N:46](CC)CC)C, predict the reaction product. The product is: [CH:1]1([C:4]2[CH:20]=[C:19]([CH:18]=[C:6]([O:7][C:8]3[CH:13]=[CH:12][C:11]([C:14]([F:17])([F:15])[F:16])=[CH:10][N:9]=3)[CH:5]=2)[CH:21]=[C:22]2[CH2:23][CH2:24][N:25]([C:35]([NH:34][C:30]3[N:46]=[N:28][CH:33]=[CH:32][CH:31]=3)=[O:43])[CH2:26][CH2:27]2)[CH2:2][CH2:3]1. (4) Given the reactants FC(F)(F)C(O)=O.C(OC([N:15]1[CH2:20][CH2:19][O:18][CH:17]([C:21]2[CH:26]=[CH:25][C:24]([NH:27][C:28]([NH:30][C:31]3[CH:32]=[N:33][C:34]([Cl:37])=[CH:35][CH:36]=3)=[O:29])=[C:23]([Br:38])[CH:22]=2)[CH2:16]1)=O)(C)(C)C.[OH-].[Na+], predict the reaction product. The product is: [Br:38][C:23]1[CH:22]=[C:21]([CH:17]2[O:18][CH2:19][CH2:20][NH:15][CH2:16]2)[CH:26]=[CH:25][C:24]=1[NH:27][C:28]([NH:30][C:31]1[CH:32]=[N:33][C:34]([Cl:37])=[CH:35][CH:36]=1)=[O:29]. (5) Given the reactants C([O:3][C:4](=O)[CH:5]([NH:16][C:17](=[O:19])[CH3:18])[CH2:6][C:7]1[C:11]2[CH:12]=[N:13][CH:14]=[CH:15][C:10]=2[NH:9][CH:8]=1)C.[Li+].[BH4-].C(OCC)C.OS([O-])(=O)=O.[K+], predict the reaction product. The product is: [OH:3][CH2:4][CH:5]([NH:16][C:17](=[O:19])[CH3:18])[CH2:6][C:7]1[C:11]2[CH:12]=[N:13][CH:14]=[CH:15][C:10]=2[NH:9][CH:8]=1. (6) Given the reactants C(O[C:5]1[C:6](=[O:18])[C:7](=[O:17])[C:8]=1[C:9]1[CH:14]=[CH:13][C:12]([O:15][CH3:16])=[CH:11][CH:10]=1)(C)C.[C:19]([C:23]1[CH:31]=[CH:30][C:26]([CH2:27][CH2:28][NH2:29])=[CH:25][CH:24]=1)([CH3:22])([CH3:21])[CH3:20], predict the reaction product. The product is: [C:19]([C:23]1[CH:24]=[CH:25][C:26]([CH2:27][CH2:28][NH:29][C:5]2[C:6](=[O:18])[C:7](=[O:17])[C:8]=2[C:9]2[CH:10]=[CH:11][C:12]([O:15][CH3:16])=[CH:13][CH:14]=2)=[CH:30][CH:31]=1)([CH3:22])([CH3:20])[CH3:21]. (7) Given the reactants [F:1][C:2]1[CH:16]=[CH:15][C:5]([C:6]([C:8]2[CH:13]=[CH:12][C:11]([F:14])=[CH:10][CH:9]=2)=O)=[CH:4][CH:3]=1.[NH2:17]O.[H-].[H-].[H-].[H-].[Li+].[Al+3], predict the reaction product. The product is: [F:1][C:2]1[CH:16]=[CH:15][C:5]([CH:6]([NH2:17])[C:8]2[CH:13]=[CH:12][C:11]([F:14])=[CH:10][CH:9]=2)=[CH:4][CH:3]=1. (8) Given the reactants [F:1][C:2]1[CH:7]=[CH:6][C:5]([C@:8]2([CH2:31][CH2:32][CH2:33]O)[O:13][C:12](=[O:14])[N:11]([C@H:15]([C:17]3[CH:22]=[CH:21][C:20]([C:23]4[CH:28]=[CH:27][C:26](=[O:29])[N:25]([CH3:30])[CH:24]=4)=[CH:19][CH:18]=3)[CH3:16])[CH2:10][CH2:9]2)=[CH:4][CH:3]=1.CS(Cl)(=O)=O.[CH3:40][S:41]([NH2:44])(=[O:43])=[O:42], predict the reaction product. The product is: [F:1][C:2]1[CH:3]=[CH:4][C:5]([C@:8]2([CH2:31][CH2:32][CH2:33][NH:44][S:41]([CH3:40])(=[O:43])=[O:42])[O:13][C:12](=[O:14])[N:11]([C@H:15]([C:17]3[CH:18]=[CH:19][C:20]([C:23]4[CH:28]=[CH:27][C:26](=[O:29])[N:25]([CH3:30])[CH:24]=4)=[CH:21][CH:22]=3)[CH3:16])[CH2:10][CH2:9]2)=[CH:6][CH:7]=1. (9) Given the reactants [CH3:1][O:2][C:3]1[CH:4]=[CH:5][CH:6]=[CH:7][C:8]=1[N+:9]([O-])=O.[CH3:12][O:13]C1C(N)=CC=CC=1, predict the reaction product. The product is: [CH:12]([NH:9][C:8]1[CH:7]=[CH:6][CH:5]=[CH:4][C:3]=1[O:2][CH3:1])=[O:13].